This data is from Full USPTO retrosynthesis dataset with 1.9M reactions from patents (1976-2016). The task is: Predict the reactants needed to synthesize the given product. (1) Given the product [CH3:12][O:13][C:14]1[CH:15]=[C:16]2[C:21](=[CH:22][C:23]=1[O:24][CH3:25])[N:20]=[CH:19][N:18]=[C:17]2[CH:26]1[CH2:31][CH2:30][N:29]([C:1]([Cl:4])=[O:2])[CH2:28][CH2:27]1, predict the reactants needed to synthesize it. The reactants are: [C:1]([Cl:4])(Cl)=[O:2].C1(C)C=CC=CC=1.[CH3:12][O:13][C:14]1[CH:15]=[C:16]2[C:21](=[CH:22][C:23]=1[O:24][CH3:25])[N:20]=[CH:19][N:18]=[C:17]2[CH:26]1[CH2:31][CH2:30][NH:29][CH2:28][CH2:27]1.CCN(C(C)C)C(C)C.C([O-])(=O)CC(CC([O-])=O)(C([O-])=O)O.[Na+].[Na+].[Na+]. (2) Given the product [F:29][CH2:28][CH2:27][N:15]([C:13]1[CH:12]=[CH:11][N:10]2[CH:23]=[C:7]([C:1]3[CH:2]=[CH:3][CH:4]=[CH:5][CH:6]=3)[N:8]=[C:9]2[CH:14]=1)[C:16](=[O:22])[O:17][C:18]([CH3:19])([CH3:20])[CH3:21], predict the reactants needed to synthesize it. The reactants are: [C:1]1([C:7]2[N:8]=[C:9]3[CH:14]=[C:13]([NH:15][C:16](=[O:22])[O:17][C:18]([CH3:21])([CH3:20])[CH3:19])[CH:12]=[CH:11][N:10]3[CH:23]=2)[CH:6]=[CH:5][CH:4]=[CH:3][CH:2]=1.[H-].[Na+].Br[CH2:27][CH2:28][F:29]. (3) Given the product [CH3:22][C:4]1[CH:3]=[C:2]([N:27]2[CH2:28][CH2:29][N:24]([CH3:23])[CH2:25][CH2:26]2)[C:11]2[C:6](=[CH:7][C:8]([CH2:12][O:13][C:14]3[CH:21]=[CH:20][C:17]([C:18]#[N:19])=[CH:16][CH:15]=3)=[CH:9][CH:10]=2)[N:5]=1, predict the reactants needed to synthesize it. The reactants are: Cl[C:2]1[C:11]2[C:6](=[CH:7][C:8]([CH2:12][O:13][C:14]3[CH:21]=[CH:20][C:17]([C:18]#[N:19])=[CH:16][CH:15]=3)=[CH:9][CH:10]=2)[N:5]=[C:4]([CH3:22])[CH:3]=1.[CH3:23][N:24]1[CH2:29][CH2:28][NH:27][CH2:26][CH2:25]1. (4) Given the product [Br:1][C:2]1[CH:3]=[C:4]([C:8]2([C:15]3[CH:20]=[CH:19][N:18]=[CH:17][CH:16]=3)[C:12]3=[N:25][CH2:24][CH2:23][CH2:22][N:21]3[C:10](=[S:14])[NH:9]2)[CH:5]=[CH:6][CH:7]=1, predict the reactants needed to synthesize it. The reactants are: [Br:1][C:2]1[CH:3]=[C:4]([C:8]2([C:15]3[CH:20]=[CH:19][N:18]=[CH:17][CH:16]=3)[C:12](=S)S[C:10](=[S:14])[NH:9]2)[CH:5]=[CH:6][CH:7]=1.[NH2:21][CH2:22][CH2:23][CH2:24][NH2:25]. (5) Given the product [Br:1][C:2]1[C:3]2[NH:14][C:13]([C:12]([OH:17])=[O:11])=[CH:7][C:4]=2[S:5][CH:6]=1, predict the reactants needed to synthesize it. The reactants are: [Br:1][C:2]1[CH:3]=[C:4]([CH:7]=O)[S:5][CH:6]=1.C([O:11][C:12](=[O:17])[CH2:13][N:14]=[N+]=[N-])C.[NH4+].[Cl-]. (6) Given the product [CH2:8]([O:7][C:1](=[O:6])[C:2]([C:3](=[O:4])[CH3:5])=[CH:12][N:13]([CH3:15])[CH3:14])[CH3:9], predict the reactants needed to synthesize it. The reactants are: [C:1]([O:7][CH2:8][CH3:9])(=[O:6])[CH2:2][C:3]([CH3:5])=[O:4].CO[CH:12](OC)[N:13]([CH3:15])[CH3:14]. (7) Given the product [C:1]([C:5]1[CH:10]=[CH:9][CH:8]=[CH:7][C:6]=1[N:11]1[CH2:12][CH2:13][N:14]([C:17](=[O:21])[C:18]([NH:22][C:23]([CH3:27])([CH3:26])[CH2:24][OH:25])=[O:20])[CH2:15][CH2:16]1)([CH3:4])([CH3:3])[CH3:2], predict the reactants needed to synthesize it. The reactants are: [C:1]([C:5]1[CH:10]=[CH:9][CH:8]=[CH:7][C:6]=1[N:11]1[CH2:16][CH2:15][N:14]([C:17](=[O:21])[C:18]([OH:20])=O)[CH2:13][CH2:12]1)([CH3:4])([CH3:3])[CH3:2].[NH2:22][C:23]([CH3:27])([CH3:26])[CH2:24][OH:25].CCN=C=NCCCN(C)C.C1C=CC2N(O)N=NC=2C=1.C(=O)([O-])O.[Na+].